Dataset: Forward reaction prediction with 1.9M reactions from USPTO patents (1976-2016). Task: Predict the product of the given reaction. (1) Given the reactants [Br:1][C:2]1[CH:11]=[CH:10][C:5]([C:6]([O:8]C)=[O:7])=[CH:4][C:3]=1[O:12][CH2:13][C:14]([F:17])([F:16])[F:15].[OH-].[Li+].Cl, predict the reaction product. The product is: [Br:1][C:2]1[CH:11]=[CH:10][C:5]([C:6]([OH:8])=[O:7])=[CH:4][C:3]=1[O:12][CH2:13][C:14]([F:15])([F:17])[F:16]. (2) Given the reactants [NH:1]1[CH:5]=[CH:4][CH:3]=[N:2]1.[H-].[Na+].[Cl:8][C:9]1[CH:14]=[C:13](Cl)[CH:12]=[C:11]([C:16]2[CH:21]=[CH:20][C:19]([O:22][CH:23]([CH3:25])[CH3:24])=[CH:18][CH:17]=2)[N:10]=1, predict the reaction product. The product is: [Cl:8][C:9]1[CH:14]=[C:13]([N:1]2[CH:5]=[CH:4][CH:3]=[N:2]2)[CH:12]=[C:11]([C:16]2[CH:21]=[CH:20][C:19]([O:22][CH:23]([CH3:25])[CH3:24])=[CH:18][CH:17]=2)[N:10]=1. (3) Given the reactants [CH3:1][N:2]1[CH:6]=[C:5]([C:7]2[CH:12]=[CH:11][C:10]([C:13]3[C:22]4[C:17](=[CH:18][CH:19]=[C:20]([S:23][CH3:24])[CH:21]=4)[CH:16]=[N:15][CH:14]=3)=[CH:9][CH:8]=2)[CH:4]=[N:3]1.C[OH:26], predict the reaction product. The product is: [CH3:24][S:23]([C:20]1[CH:21]=[C:22]2[C:17](=[CH:18][CH:19]=1)[CH:16]=[N:15][CH:14]=[C:13]2[C:10]1[CH:11]=[CH:12][C:7]([C:5]2[CH:4]=[N:3][N:2]([CH3:1])[CH:6]=2)=[CH:8][CH:9]=1)=[O:26]. (4) Given the reactants [CH2:1]([O:8][C:9]1[C:10](Br)=[C:11]([CH:16]([O:21][C:22]([CH3:25])([CH3:24])[CH3:23])[C:17]([O:19][CH3:20])=[O:18])[C:12]([CH3:15])=[CH:13][CH:14]=1)[C:2]1[CH:7]=[CH:6][CH:5]=[CH:4][CH:3]=1.C(=O)([O-])[O-].[K+].[K+].[O:33]1[C:44]2[C:45]3[C:40]([C:41](B(O)O)=[CH:42][CH:43]=2)=[N:39][CH:38]=[CH:37][C:36]=3[CH2:35][CH2:34]1, predict the reaction product. The product is: [CH2:1]([O:8][C:9]1[C:10]([C:41]2[C:40]3[C:45]4=[C:36]([CH2:35][CH2:34][O:33][C:44]4=[CH:43][CH:42]=2)[CH:37]=[CH:38][N:39]=3)=[C:11]([CH:16]([O:21][C:22]([CH3:25])([CH3:24])[CH3:23])[C:17]([O:19][CH3:20])=[O:18])[C:12]([CH3:15])=[CH:13][CH:14]=1)[C:2]1[CH:7]=[CH:6][CH:5]=[CH:4][CH:3]=1.